Dataset: Catalyst prediction with 721,799 reactions and 888 catalyst types from USPTO. Task: Predict which catalyst facilitates the given reaction. (1) Reactant: [Cl:1][C:2]1[CH:7]=[CH:6][C:5]([C:8]2([OH:39])[CH2:13][CH2:12][N:11]([CH2:14][CH2:15][CH:16]=[C:17]3[C:27]4[C:22](=[N:23][CH:24]=[CH:25][CH:26]=4)[O:21][C:20]4[CH:28]=[CH:29][CH:30]=[C:31]([O:32][CH2:33][C:34]([O:36]CC)=[O:35])[C:19]=4[CH2:18]3)[CH2:10][CH2:9]2)=[CH:4][CH:3]=1.[OH-].[Na+]. Product: [C:34]([CH2:33][O:32][C:31]1[C:19]2[CH2:18][C:17](=[CH:16][CH2:15][CH2:14][N:11]3[CH2:10][CH2:9][C:8]([C:5]4[CH:6]=[CH:7][C:2]([Cl:1])=[CH:3][CH:4]=4)([OH:39])[CH2:13][CH2:12]3)[C:27]3[C:22]([O:21][C:20]=2[CH:28]=[CH:29][CH:30]=1)=[N:23][CH:24]=[CH:25][CH:26]=3)([OH:36])=[O:35]. The catalyst class is: 5. (2) Reactant: [CH:1]1([C:7]2[CH:8]=[C:9]3[C:19](=[CH:20][CH:21]=2)[O:18][C:12]2([CH2:17][CH2:16][CH2:15][O:14][CH2:13]2)[CH2:11][C:10]3=O)[CH2:6][CH2:5][CH2:4][CH2:3][CH2:2]1.C[Si]([N:27]=[C:28]=[N:29][Si](C)(C)C)(C)C. Product: [CH:1]1([C:7]2[CH:8]=[C:9]3[C:19](=[CH:20][CH:21]=2)[O:18][C:12]2([CH2:17][CH2:16][CH2:15][O:14][CH2:13]2)[CH2:11]/[C:10]/3=[N:29]\[C:28]#[N:27])[CH2:6][CH2:5][CH2:4][CH2:3][CH2:2]1. The catalyst class is: 388. (3) Reactant: [C:1]([O:5][C:6]([NH:8][C@H:9]([C:25]([O:27][CH3:28])=[O:26])[CH2:10][C:11]1[CH:16]=[CH:15][C:14](OS(C(F)(F)F)(=O)=O)=[CH:13][CH:12]=1)=[O:7])([CH3:4])([CH3:3])[CH3:2].[B:29]1([B:29]2[O:33][C:32]([CH3:35])([CH3:34])[C:31]([CH3:37])([CH3:36])[O:30]2)[O:33][C:32]([CH3:35])([CH3:34])[C:31]([CH3:37])([CH3:36])[O:30]1.C([O-])(=O)C.[K+]. Product: [C:1]([O:5][C:6]([NH:8][C@H:9]([C:25]([O:27][CH3:28])=[O:26])[CH2:10][C:11]1[CH:16]=[CH:15][C:14]([B:29]2[O:33][C:32]([CH3:35])([CH3:34])[C:31]([CH3:37])([CH3:36])[O:30]2)=[CH:13][CH:12]=1)=[O:7])([CH3:4])([CH3:3])[CH3:2]. The catalyst class is: 423.